This data is from Reaction yield outcomes from USPTO patents with 853,638 reactions. The task is: Predict the reaction yield, written as a fraction of the theoretical maximum amount of product (1.0 means a 100% yield; for example, 0.34 means a 34% yield). (1) The reactants are [Br:1][C:2]1[CH:3]=[C:4]([CH:8]=[CH:9][N:10]=1)[C:5]([OH:7])=O.CN(C(ON1N=NC2C=CC=NC1=2)=[N+](C)C)C.F[P-](F)(F)(F)(F)F.CN1CCOCC1.[CH3:42][O:43][C:44]1[C:45]2[N:58]=[C:57]([NH2:59])[S:56][C:46]=2[C:47]([N:50]2[CH2:55][CH2:54][O:53][CH2:52][CH2:51]2)=[N:48][CH:49]=1. The catalyst is C1COCC1. The product is [Br:1][C:2]1[CH:3]=[C:4]([CH:8]=[CH:9][N:10]=1)[C:5]([NH:59][C:57]1[S:56][C:46]2[C:47]([N:50]3[CH2:55][CH2:54][O:53][CH2:52][CH2:51]3)=[N:48][CH:49]=[C:44]([O:43][CH3:42])[C:45]=2[N:58]=1)=[O:7]. The yield is 0.620. (2) The catalyst is C(O)C.CN(C=O)C. The yield is 0.420. The reactants are [Na].Cl.[NH2:3][C:4]([NH2:6])=[NH:5].[CH3:7][N:8]([CH3:41])[CH:9]1[CH2:14][CH2:13][N:12]([CH2:15][C:16]2[CH:21]=[CH:20][C:19]([C:22]3[CH:27]=[CH:26][C:25]([CH2:28][CH2:29][C:30](OCC)=[O:31])=[CH:24][C:23]=3[O:35][CH2:36][CH2:37][CH2:38][O:39][CH3:40])=[CH:18][CH:17]=2)[CH2:11][CH2:10]1.[Cl:42]CCl.[Cl-].[Na+].O. The product is [ClH:42].[NH2:5][C:4](=[NH:6])[NH:3][C:30](=[O:31])[CH2:29][CH2:28][C:25]1[CH:26]=[CH:27][C:22]([C:19]2[CH:20]=[CH:21][C:16]([CH2:15][N:12]3[CH2:11][CH2:10][CH:9]([N:8]([CH3:41])[CH3:7])[CH2:14][CH2:13]3)=[CH:17][CH:18]=2)=[C:23]([O:35][CH2:36][CH2:37][CH2:38][O:39][CH3:40])[CH:24]=1. (3) The reactants are [CH2:1]([O:3][C:4]1[CH:5]=[C:6]([N:13]2[CH2:18][CH2:17][CH:16]([N:19]([CH3:21])[CH3:20])[CH2:15][CH2:14]2)[CH:7]=[CH:8][C:9]=1[N+:10]([O-])=O)[CH3:2]. The catalyst is CCO.[Pd]. The product is [NH2:10][C:9]1[CH:8]=[CH:7][C:6]([N:13]2[CH2:18][CH2:17][CH:16]([N:19]([CH3:20])[CH3:21])[CH2:15][CH2:14]2)=[CH:5][C:4]=1[O:3][CH2:1][CH3:2]. The yield is 0.970. (4) The catalyst is CC(C)=O. The product is [CH2:1]([O:4][C:5](=[O:16])[CH2:6][C:7]1[CH:12]=[CH:11][C:10]([O:13][CH2:24][C:25](=[O:26])[N:27]([CH2:30][CH3:31])[CH2:28][CH3:29])=[C:9]([O:14][CH3:15])[CH:8]=1)[CH2:2][CH3:3]. The yield is 0.950. The reactants are [CH2:1]([O:4][C:5](=[O:16])[CH2:6][C:7]1[CH:12]=[CH:11][C:10]([OH:13])=[C:9]([O:14][CH3:15])[CH:8]=1)[CH2:2][CH3:3].C([O-])([O-])=O.[K+].[K+].Cl[CH2:24][C:25]([N:27]([CH2:30][CH3:31])[CH2:28][CH3:29])=[O:26]. (5) The reactants are [C:1]([O:4][CH2:5][C:6]1[C:7]([N:21]2[CH2:33][CH2:32][N:24]3[C:25]4[CH2:26][CH2:27][CH2:28][CH2:29][C:30]=4[CH:31]=[C:23]3[C:22]2=[O:34])=[N:8][CH:9]=[CH:10][C:11]=1[C:12]1[CH:17]=[C:16](Br)[C:15](=[O:19])[N:14]([CH3:20])[CH:13]=1)(=[O:3])[CH3:2].[NH:35]1[C:43]2[C:38](=[N:39][C:40]([NH2:44])=[CH:41][CH:42]=2)[N:37]=[CH:36]1.CC1(C)C2C(=C(P(C3C=CC=CC=3)C3C=CC=CC=3)C=CC=2)OC2C(P(C3C=CC=CC=3)C3C=CC=CC=3)=CC=CC1=2.C(=O)([O-])[O-].[Cs+].[Cs+]. The catalyst is C1C=CC(/C=C/C(/C=C/C2C=CC=CC=2)=O)=CC=1.C1C=CC(/C=C/C(/C=C/C2C=CC=CC=2)=O)=CC=1.C1C=CC(/C=C/C(/C=C/C2C=CC=CC=2)=O)=CC=1.[Pd].[Pd].O1CCOCC1. The product is [C:1]([O:4][CH2:5][C:6]1[C:7]([N:21]2[CH2:33][CH2:32][N:24]3[C:25]4[CH2:26][CH2:27][CH2:28][CH2:29][C:30]=4[CH:31]=[C:23]3[C:22]2=[O:34])=[N:8][CH:9]=[CH:10][C:11]=1[C:12]1[CH:17]=[C:16]([NH:44][C:40]2[N:39]=[C:38]3[N:37]=[CH:36][NH:35][C:43]3=[CH:42][CH:41]=2)[C:15](=[O:19])[N:14]([CH3:20])[CH:13]=1)(=[O:3])[CH3:2]. The yield is 0.230. (6) The reactants are [CH2:1]([O:3][C:4]([C:6]1[C:14]2[CH2:13][CH2:12][NH:11][C:10](=[O:15])[C:9]=2[N:8]([C:16]2[CH:21]=[CH:20][C:19]([O:22][CH3:23])=[CH:18][CH:17]=2)[N:7]=1)=[O:5])[CH3:2].[H-].[Na+].[C:26]([O:29][CH2:30][CH2:31][CH2:32][CH2:33]Br)(=[O:28])[CH3:27]. The catalyst is CN(C)C=O. The product is [CH2:1]([O:3][C:4]([C:6]1[C:14]2[CH2:13][CH2:12][N:11]([CH2:33][CH2:32][CH2:31][CH2:30][O:29][C:26](=[O:28])[CH3:27])[C:10](=[O:15])[C:9]=2[N:8]([C:16]2[CH:17]=[CH:18][C:19]([O:22][CH3:23])=[CH:20][CH:21]=2)[N:7]=1)=[O:5])[CH3:2]. The yield is 0.360. (7) The reactants are [F:1][C:2]([F:43])([F:42])[C:3]1[CH:4]=[C:5]([CH:39]=[CH:40][CH:41]=1)[CH2:6][NH:7][C:8](=[O:38])[C:9]1[CH:14]=[CH:13][N:12]=[C:11]([C:15]2[CH:20]=[C:19]([N:21]3[CH2:26][CH2:25][CH2:24][CH2:23][CH2:22]3)[CH:18]=[CH:17][C:16]=2[NH:27][C:28](=[O:37])[C:29]2[CH:34]=[CH:33][CH:32]=[C:31]([CH2:35]Br)[CH:30]=2)[CH:10]=1.C(=O)([O-])[O-].[K+].[K+].[I-].[K+].[NH:52]1[CH2:56][CH2:55][C@@H:54]([NH:57][C:58](=[O:60])[CH3:59])[CH2:53]1. The catalyst is CN(C)C=O.O. The product is [C:58]([NH:57][C@H:54]1[CH2:55][CH2:56][N:52]([CH2:35][C:31]2[CH:30]=[C:29]([CH:34]=[CH:33][CH:32]=2)[C:28]([NH:27][C:16]2[CH:17]=[CH:18][C:19]([N:21]3[CH2:26][CH2:25][CH2:24][CH2:23][CH2:22]3)=[CH:20][C:15]=2[C:11]2[CH:10]=[C:9]([CH:14]=[CH:13][N:12]=2)[C:8]([NH:7][CH2:6][C:5]2[CH:39]=[CH:40][CH:41]=[C:3]([C:2]([F:43])([F:42])[F:1])[CH:4]=2)=[O:38])=[O:37])[CH2:53]1)(=[O:60])[CH3:59]. The yield is 0.300. (8) The reactants are [CH3:1][N:2]1[C:6]([N:7]2[CH2:12][CH2:11][CH2:10][C@H:9]([NH:13]C(=O)OC(C)(C)C)[CH2:8]2)=[C:5]([NH2:21])[CH:4]=[N:3]1.C(OC([NH:29][C:30]1[S:34][C:33]([C:35]2[CH:40]=[CH:39][CH:38]=[CH:37][C:36]=2[F:41])=[N:32][C:31]=1[C:42](O)=[O:43])=O)(C)(C)C.CN(C(ON1N=NC2C=CC=NC1=2)=[N+](C)C)C.F[P-](F)(F)(F)(F)F. No catalyst specified. The product is [NH2:29][C:30]1[S:34][C:33]([C:35]2[CH:40]=[CH:39][CH:38]=[CH:37][C:36]=2[F:41])=[N:32][C:31]=1[C:42]([NH:21][C:5]1[CH:4]=[N:3][N:2]([CH3:1])[C:6]=1[N:7]1[CH2:12][CH2:11][CH2:10][C@H:9]([NH2:13])[CH2:8]1)=[O:43]. The yield is 0.130.